Dataset: Catalyst prediction with 721,799 reactions and 888 catalyst types from USPTO. Task: Predict which catalyst facilitates the given reaction. Reactant: [CH3:1][C:2]([S@@:5]([NH2:7])=[O:6])([CH3:4])[CH3:3].[F:8][C:9]1[CH:14]=[CH:13][C:12]([C:15]([C:17]2[CH:18]=[N:19][C:20]([N:23]3[CH2:28][CH2:27][N:26]([C:29]4[C:34]5=[CH:35][C:36]([C:38]6[CH:39]=[N:40][N:41]([CH3:43])[CH:42]=6)=[CH:37][N:33]5[N:32]=[CH:31][N:30]=4)[CH2:25][CH2:24]3)=[N:21][CH:22]=2)=O)=[CH:11][CH:10]=1.O. Product: [F:8][C:9]1[CH:10]=[CH:11][C:12](/[C:15](/[C:17]2[CH:18]=[N:19][C:20]([N:23]3[CH2:28][CH2:27][N:26]([C:29]4[C:34]5=[CH:35][C:36]([C:38]6[CH:39]=[N:40][N:41]([CH3:43])[CH:42]=6)=[CH:37][N:33]5[N:32]=[CH:31][N:30]=4)[CH2:25][CH2:24]3)=[N:21][CH:22]=2)=[N:7]/[S@:5]([C:2]([CH3:4])([CH3:3])[CH3:1])=[O:6])=[CH:13][CH:14]=1. The catalyst class is: 1.